This data is from Retrosynthesis with 50K atom-mapped reactions and 10 reaction types from USPTO. The task is: Predict the reactants needed to synthesize the given product. Given the product CNC(=O)[C@@H](Cc1ccccc1)NC(=O)OC(C)(C)C, predict the reactants needed to synthesize it. The reactants are: CC(C)(C)OC(=O)N[C@H](Cc1ccccc1)C(=O)O.CN.